This data is from NCI-60 drug combinations with 297,098 pairs across 59 cell lines. The task is: Regression. Given two drug SMILES strings and cell line genomic features, predict the synergy score measuring deviation from expected non-interaction effect. (1) Drug 1: CCC(=C(C1=CC=CC=C1)C2=CC=C(C=C2)OCCN(C)C)C3=CC=CC=C3.C(C(=O)O)C(CC(=O)O)(C(=O)O)O. Drug 2: C1CN(CCN1C(=O)CCBr)C(=O)CCBr. Cell line: T-47D. Synergy scores: CSS=20.6, Synergy_ZIP=-5.87, Synergy_Bliss=-3.62, Synergy_Loewe=-6.95, Synergy_HSA=-0.481. (2) Drug 1: CC1=C(C=C(C=C1)NC(=O)C2=CC=C(C=C2)CN3CCN(CC3)C)NC4=NC=CC(=N4)C5=CN=CC=C5. Drug 2: CCC1=C2CN3C(=CC4=C(C3=O)COC(=O)C4(CC)O)C2=NC5=C1C=C(C=C5)O. Cell line: SF-539. Synergy scores: CSS=36.9, Synergy_ZIP=-0.441, Synergy_Bliss=2.00, Synergy_Loewe=-12.0, Synergy_HSA=-0.213. (3) Drug 1: CCCS(=O)(=O)NC1=C(C(=C(C=C1)F)C(=O)C2=CNC3=C2C=C(C=N3)C4=CC=C(C=C4)Cl)F. Drug 2: C(CC(=O)O)C(=O)CN.Cl. Cell line: HOP-62. Synergy scores: CSS=5.69, Synergy_ZIP=-4.38, Synergy_Bliss=-6.36, Synergy_Loewe=-6.51, Synergy_HSA=-7.35.